From a dataset of Experimentally validated miRNA-target interactions with 360,000+ pairs, plus equal number of negative samples. Binary Classification. Given a miRNA mature sequence and a target amino acid sequence, predict their likelihood of interaction. The miRNA is hsa-miR-3155a with sequence CCAGGCUCUGCAGUGGGAACU. The protein sequence of the target gene is MSVAFASARPRGKGEVTQQTIQKMLDENHHLIQCILEYQSKGKTAECTQYQQILHRNLVYLATIADSNQNMQSLLPAPPTQNMNLGPGALTQSGSSQGLHSQGSLSDAISTGLPPSSLLQGQIGNGPSHVSMQQTAPNTLPTTSMSISGPGYSHAGPASQGVPMQGQGTIGNYVSRTNINMQSNPVSMMQQQAATSHYSSAQGGSQHYQGQSSIAMMGQGSQGSSMMGQRPMAPYRPSQQGSSQQYLGQEEYYGEQYSHSQGAAEPMGQQYYPDGHGDYAYQQSSYTEQSYDRSFEESTQ.... Result: 1 (interaction).